Task: Predict the product of the given reaction.. Dataset: Forward reaction prediction with 1.9M reactions from USPTO patents (1976-2016) (1) Given the reactants [F:1][C:2]([F:19])([F:18])[C:3]1[CH:8]=[CH:7][C:6]([C:9]2[C:10]([C:15]([OH:17])=O)=[CH:11][CH:12]=[CH:13][CH:14]=2)=[CH:5][CH:4]=1.C1C=CC2N(O)N=NC=2C=1.CCN=C=NCCCN(C)C.Cl.[N:42]1[CH:47]=[CH:46][CH:45]=[CH:44][C:43]=1[CH2:48][CH2:49][C:50]1[CH:55]=[CH:54][C:53]([NH2:56])=[CH:52][CH:51]=1, predict the reaction product. The product is: [N:42]1[CH:47]=[CH:46][CH:45]=[CH:44][C:43]=1[CH2:48][CH2:49][C:50]1[CH:51]=[CH:52][C:53]([NH:56][C:15]([C:10]2[C:9]([C:6]3[CH:5]=[CH:4][C:3]([C:2]([F:1])([F:19])[F:18])=[CH:8][CH:7]=3)=[CH:14][CH:13]=[CH:12][CH:11]=2)=[O:17])=[CH:54][CH:55]=1. (2) The product is: [F:2][C:3]1[CH:4]=[CH:5][C:6]([CH:9]([N:13]2[CH2:18][CH2:17][CH2:16][CH2:15][CH2:14]2)[C:10]([O:12][C@@H:21]2[CH:22]3[CH2:25][CH2:26][N:19]([CH2:24][CH2:23]3)[CH2:20]2)=[O:11])=[CH:7][CH:8]=1. Given the reactants Cl.[F:2][C:3]1[CH:8]=[CH:7][C:6]([CH:9]([N:13]2[CH2:18][CH2:17][CH2:16][CH2:15][CH2:14]2)[C:10]([OH:12])=[O:11])=[CH:5][CH:4]=1.[N:19]12[CH2:26][CH2:25][CH:22]([CH2:23][CH2:24]1)[C@@H:21](O)[CH2:20]2.C1CCC(N=C=NC2CCCCC2)CC1.C1C=CC2N(O)N=NC=2C=1, predict the reaction product. (3) Given the reactants [F:1][C:2]([F:26])([F:25])[C@H:3]([N:12]1[CH2:16][CH2:15][C@H:14]([NH:17][C:18](=[O:24])[O:19][C:20]([CH3:23])([CH3:22])[CH3:21])[CH2:13]1)[C:4]1[CH:5]=[N:6][C:7]([NH:10][NH2:11])=[CH:8][CH:9]=1.[F:27][C:28]1[CH:29]=[C:30]2[C:35](=[CH:36][C:37]=1[O:38][CH:39]([CH3:41])[CH3:40])[N:34]=[C:33]([CH:42]=O)[CH:32]=[CH:31]2, predict the reaction product. The product is: [F:26][C:2]([F:25])([F:1])[C@H:3]([N:12]1[CH2:16][CH2:15][C@H:14]([NH:17][C:18](=[O:24])[O:19][C:20]([CH3:22])([CH3:23])[CH3:21])[CH2:13]1)[C:4]1[CH:5]=[N:6][C:7]([NH:10]/[N:11]=[CH:42]/[C:33]2[CH:32]=[CH:31][C:30]3[C:35](=[CH:36][C:37]([O:38][CH:39]([CH3:41])[CH3:40])=[C:28]([F:27])[CH:29]=3)[N:34]=2)=[CH:8][CH:9]=1. (4) Given the reactants [CH3:1][Mg]Cl.[CH2:4]1[CH2:8][O:7]CC1.C(OC([C:14]1[C:29]([NH2:30])=[CH:28][C:17]2[N:18]=[C:19]([C:21]3[CH:26]=[CH:25][C:24]([CH3:27])=[CH:23][CH:22]=3)[O:20][C:16]=2[C:15]=1[Cl:31])=O)C.[NH4+].[Cl-], predict the reaction product. The product is: [NH2:30][C:29]1[C:14]([C:8]([OH:7])([CH3:4])[CH3:1])=[C:15]([Cl:31])[C:16]2[O:20][C:19]([C:21]3[CH:22]=[CH:23][C:24]([CH3:27])=[CH:25][CH:26]=3)=[N:18][C:17]=2[CH:28]=1. (5) Given the reactants [N:1]([C:4]1[CH:8]=[CH:7][N:6]([CH2:9][CH3:10])[N:5]=1)=[N+:2]=[N-:3].[Cl:11][C:12]1[C:20]([C:21]([F:24])([F:23])[F:22])=[N:19][CH:18]=[CH:17][C:13]=1[C:14]([OH:16])=O, predict the reaction product. The product is: [Cl:11][C:12]1[C:20]([C:21]([F:24])([F:23])[F:22])=[N:19][CH:18]=[CH:17][C:13]=1[C:14]([N:19]1[C@@H:20]([CH3:21])[CH2:12][C:13]2[N:1]([C:4]3[CH:8]=[CH:7][N:6]([CH2:9][CH3:10])[N:5]=3)[N:2]=[N:3][C:17]=2[CH2:18]1)=[O:16]. (6) Given the reactants [CH3:1][CH:2]([C:8]([O:10][CH2:11][CH3:12])=[O:9])[C:3]([O:5][CH2:6][CH3:7])=[O:4].[H-].[Na+].[Br:15][C:16]1[CH:21]=[C:20]([N+:22]([O-:24])=[O:23])[CH:19]=[CH:18][C:17]=1F, predict the reaction product. The product is: [Br:15][C:16]1[CH:21]=[C:20]([N+:22]([O-:24])=[O:23])[CH:19]=[CH:18][C:17]=1[C:2]([CH3:1])([C:3]([O:5][CH2:6][CH3:7])=[O:4])[C:8]([O:10][CH2:11][CH3:12])=[O:9].